From a dataset of Forward reaction prediction with 1.9M reactions from USPTO patents (1976-2016). Predict the product of the given reaction. (1) Given the reactants [Br:1][C:2]1[C:3](=[O:19])[N:4]([CH:9]2[CH2:14][C:13]([CH3:16])([CH3:15])[CH2:12][C:11]([CH3:18])([CH3:17])[CH2:10]2)[N:5]=[CH:6][C:7]=1Br.[O:20]1[CH2:25][CH2:24][N:23]([CH2:26][CH2:27][NH2:28])[CH2:22][CH2:21]1, predict the reaction product. The product is: [Br:1][C:2]1[C:3](=[O:19])[N:4]([CH:9]2[CH2:14][C:13]([CH3:16])([CH3:15])[CH2:12][C:11]([CH3:18])([CH3:17])[CH2:10]2)[N:5]=[CH:6][C:7]=1[NH:28][CH2:27][CH2:26][N:23]1[CH2:24][CH2:25][O:20][CH2:21][CH2:22]1. (2) Given the reactants O[CH2:2][C:3]1[C:8]([CH3:9])=[CH:7][C:6]([CH:10]2[CH2:15][CH2:14][N:13]([C:16]([O:18][C:19]([CH3:22])([CH3:21])[CH3:20])=[O:17])[CH2:12][CH2:11]2)=[CH:5][N:4]=1.C(N(CC)CC)C.CS(Cl)(=O)=O.[CH3:35][S:36]([C:39]1[CH:40]=[C:41]2[C:45](=[CH:46][CH:47]=1)[NH:44][CH:43]=[CH:42]2)(=[O:38])=[O:37].[OH-].[K+].C1OCCOCCOCCOCCOCCOC1, predict the reaction product. The product is: [CH3:35][S:36]([C:39]1[CH:40]=[C:41]2[C:45](=[CH:46][CH:47]=1)[N:44]([CH2:2][C:3]1[C:8]([CH3:9])=[CH:7][C:6]([CH:10]3[CH2:15][CH2:14][N:13]([C:16]([O:18][C:19]([CH3:22])([CH3:21])[CH3:20])=[O:17])[CH2:12][CH2:11]3)=[CH:5][N:4]=1)[CH:43]=[CH:42]2)(=[O:38])=[O:37]. (3) Given the reactants Br[C:2]1[CH:3]=[C:4]([N:8]2[C:16]3[CH:15]=[CH:14][CH:13]=[CH:12][C:11]=3[C:10]3[N:17]=[CH:18][CH:19]=[CH:20][C:9]2=3)[CH:5]=[CH:6][CH:7]=1.CC1(C)C(C)(C)OB([C:29]2[C:30]3[C:35]([C:36]([C:43]4[CH:48]=[CH:47][CH:46]=[C:45]([C:49]5[CH:58]=[CH:57][C:56]6[C:51](=[CH:52][CH:53]=[CH:54][CH:55]=6)[CH:50]=5)[CH:44]=4)=[C:37]4[C:42]=2[CH:41]=[CH:40][CH:39]=[CH:38]4)=[CH:34][CH:33]=[CH:32][CH:31]=3)O1.C(=O)([O-])[O-].[Na+].[Na+], predict the reaction product. The product is: [CH:50]1[C:51]2[C:56](=[CH:55][CH:54]=[CH:53][CH:52]=2)[CH:57]=[CH:58][C:49]=1[C:45]1[CH:44]=[C:43]([C:36]2[C:35]3[C:30](=[CH:31][CH:32]=[CH:33][CH:34]=3)[C:29]([C:2]3[CH:3]=[C:4]([N:8]4[C:16]5[CH:15]=[CH:14][CH:13]=[CH:12][C:11]=5[C:10]5[N:17]=[CH:18][CH:19]=[CH:20][C:9]4=5)[CH:5]=[CH:6][CH:7]=3)=[C:42]3[C:37]=2[CH:38]=[CH:39][CH:40]=[CH:41]3)[CH:48]=[CH:47][CH:46]=1. (4) Given the reactants [CH:1]1([C:4]2[CH:9]=[CH:8][C:7]([C:10]3[CH:14]=[C:13]([CH:15]([N:20]([C:29](OC(C)(C)C)=O)[NH:21][C:22](OC(C)(C)C)=O)[C:16]([O:18][CH3:19])=[O:17])[O:12][N:11]=3)=[C:6]([C:36]([F:39])([F:38])[F:37])[CH:5]=2)[CH2:3][CH2:2]1.[F:40][C:41]1[C:46]([F:47])=[CH:45][CH:44]=[CH:43][C:42]=1[C:48]1[NH:49][C:50](C=O)=[C:51](C=O)[N:52]=1.CCOC(C)=O.Br, predict the reaction product. The product is: [CH:1]1([C:4]2[CH:9]=[CH:8][C:7]([C:10]3[CH:14]=[C:13]([CH:15]([N:20]4[CH:29]=[C:51]5[N:52]=[C:48]([C:42]6[CH:43]=[CH:44][CH:45]=[C:46]([F:47])[C:41]=6[F:40])[N:49]=[C:50]5[CH:22]=[N:21]4)[C:16]([O:18][CH3:19])=[O:17])[O:12][N:11]=3)=[C:6]([C:36]([F:37])([F:38])[F:39])[CH:5]=2)[CH2:2][CH2:3]1. (5) The product is: [CH:25]1([C:7]2[C:6]([C:4]([OH:5])=[O:3])=[CH:10][N:9]([CH2:11][C:12]3[CH:17]=[CH:16][C:15]([CH2:18][N:19]4[CH:23]=[C:22]([CH3:24])[CH:21]=[N:20]4)=[CH:14][CH:13]=3)[N:8]=2)[CH2:27][CH2:26]1. Given the reactants C([O:3][C:4]([C:6]1[C:7]([CH:25]2[CH2:27][CH2:26]2)=[N:8][N:9]([CH2:11][C:12]2[CH:17]=[CH:16][C:15]([CH2:18][N:19]3[CH:23]=[C:22]([CH3:24])[CH:21]=[N:20]3)=[CH:14][CH:13]=2)[CH:10]=1)=[O:5])C.[OH-].[Na+], predict the reaction product.